The task is: Predict the reactants needed to synthesize the given product.. This data is from Full USPTO retrosynthesis dataset with 1.9M reactions from patents (1976-2016). (1) The reactants are: [F:1][C:2]([F:12])([F:11])[C:3]1[CH:10]=[CH:9][CH:8]=[CH:7][C:4]=1[CH:5]=O.[NH2:13][C:14]1[CH:18]=[CH:17][NH:16][N:15]=1.[C:19]([O:25][CH2:26][CH3:27])(=[O:24])[CH2:20][C:21]([CH3:23])=O. Given the product [CH3:23][C:21]1[NH:13][C:14]2=[N:15][NH:16][CH:17]=[C:18]2[CH:5]([C:4]2[CH:7]=[CH:8][CH:9]=[CH:10][C:3]=2[C:2]([F:12])([F:11])[F:1])[C:20]=1[C:19]([O:25][CH2:26][CH3:27])=[O:24], predict the reactants needed to synthesize it. (2) The reactants are: [CH3:1][C:2]1[S:6][C:5]2[CH:7]=[CH:8][CH:9]=[CH:10][C:4]=2[C:3]=1[S:11](Cl)(=[O:13])=[O:12].[CH3:15][C:16]1[C:20]([CH3:21])=[C:19]([NH2:22])[O:18][N:17]=1.N1C=CC=CC=1. Given the product [CH3:15][C:16]1[C:20]([CH3:21])=[C:19]([NH:22][S:11]([C:3]2[C:4]3[CH:10]=[CH:9][CH:8]=[CH:7][C:5]=3[S:6][C:2]=2[CH3:1])(=[O:13])=[O:12])[O:18][N:17]=1, predict the reactants needed to synthesize it. (3) Given the product [NH2:10][C:11]1[CH:18]=[CH:17][CH:16]=[C:15]([O:7][CH:1]2[CH2:6][CH2:5][CH2:4][CH2:3][CH2:2]2)[C:12]=1[C:13]#[N:14], predict the reactants needed to synthesize it. The reactants are: [CH:1]1([OH:7])[CH2:6][CH2:5][CH2:4][CH2:3][CH2:2]1.[H-].[Na+].[NH2:10][C:11]1[CH:18]=[CH:17][CH:16]=[C:15](F)[C:12]=1[C:13]#[N:14]. (4) Given the product [CH3:19][O:18][CH:15]1[CH2:16][CH2:17][N:13]([C:11]([C:9]2[S:10][C:3]3[C:4](=[N:5][CH:6]=[CH:7][C:2]=3[O:20][C:21]3[CH:34]=[CH:33][C:24]4[C:25]([C:29]([O:31][CH3:32])=[O:30])=[C:26]([CH3:28])[O:27][C:23]=4[CH:22]=3)[CH:8]=2)=[O:12])[CH2:14]1, predict the reactants needed to synthesize it. The reactants are: Cl[C:2]1[CH:7]=[CH:6][N:5]=[C:4]2[CH:8]=[C:9]([C:11]([N:13]3[CH2:17][CH2:16][C@@H:15]([O:18][CH3:19])[CH2:14]3)=[O:12])[S:10][C:3]=12.[OH:20][C:21]1[CH:34]=[CH:33][C:24]2[C:25]([C:29]([O:31][CH3:32])=[O:30])=[C:26]([CH3:28])[O:27][C:23]=2[CH:22]=1.C([O-])([O-])=O.[Cs+].[Cs+].